Task: Predict the reaction yield, written as a fraction of the theoretical maximum amount of product (1.0 means a 100% yield; for example, 0.34 means a 34% yield).. Dataset: Reaction yield outcomes from USPTO patents with 853,638 reactions (1) The reactants are FC1C=C(NC(C2(C(NC3C=CC(F)=CC=3)=O)CC2)=O)C=CC=1OC1C2C(=CC(OC)=C(OC)C=2)[N:12]=[C:11](NC)C=1.[CH3:41][O:42][C:43]1[CH:44]=[C:45]([NH:51][C:52](SC)=[C:53]2[C:58](=[O:59])[O:57][C:56]([CH3:61])([CH3:60])[O:55][C:54]2=[O:62])[CH:46]=[CH:47][C:48]=1[O:49][CH3:50].CN. The catalyst is C1COCC1.Cl[Hg]Cl. The product is [CH3:41][O:42][C:43]1[CH:44]=[C:45]([NH:51][C:52]([NH:12][CH3:11])=[C:53]2[C:58](=[O:59])[O:57][C:56]([CH3:61])([CH3:60])[O:55][C:54]2=[O:62])[CH:46]=[CH:47][C:48]=1[O:49][CH3:50]. The yield is 0.990. (2) The reactants are [C:1]([C:4]1[CH:5]=[C:6]2[C:11](=[O:12])[O:10][C:8](=O)[C:7]2=[CH:13][CH:14]=1)([OH:3])=[O:2].[NH2:15][C:16]1[CH:24]=[CH:23][C:19]([C:20]([OH:22])=[O:21])=[CH:18][CH:17]=1. No catalyst specified. The product is [C:1]([C:4]1[CH:5]=[C:6]2[C:11](=[O:12])[N:15]([C:16]3[CH:24]=[CH:23][C:19]([C:20]([OH:22])=[O:21])=[CH:18][CH:17]=3)[C:8](=[O:10])[C:7]2=[CH:13][CH:14]=1)([OH:3])=[O:2]. The yield is 0.550. (3) The reactants are [OH:1][C:2]1[CH:10]=[CH:9][CH:8]=[C:7]2[C:3]=1[CH:4]=[CH:5][NH:6]2.[OH-].[K+].[CH2:13]([CH:15]1[O:17][CH2:16]1)Cl. The catalyst is CS(C)=O. The product is [NH:6]1[C:7]2[C:3](=[C:2]([O:1][CH2:13][CH:15]3[O:17][CH2:16]3)[CH:10]=[CH:9][CH:8]=2)[CH:4]=[CH:5]1. The yield is 0.990.